This data is from Catalyst prediction with 721,799 reactions and 888 catalyst types from USPTO. The task is: Predict which catalyst facilitates the given reaction. (1) Reactant: [CH2:1]([O:3][C:4]([C:6]1([CH2:13][CH2:14][O:15][CH3:16])[CH2:11][CH2:10][C:9](=[O:12])[CH2:8][CH2:7]1)=[O:5])[CH3:2].[BH4-].[Na+]. Product: [CH2:1]([O:3][C:4]([C:6]1([CH2:13][CH2:14][O:15][CH3:16])[CH2:11][CH2:10][CH:9]([OH:12])[CH2:8][CH2:7]1)=[O:5])[CH3:2]. The catalyst class is: 41. (2) Reactant: [F:1][C:2]1[CH:3]=[C:4]([CH2:9][OH:10])[CH:5]=[C:6]([F:8])[CH:7]=1.[H-].[Na+].[CH3:13]I. Product: [F:1][C:2]1[CH:3]=[C:4]([CH2:9][O:10][CH3:13])[CH:5]=[C:6]([F:8])[CH:7]=1. The catalyst class is: 1. (3) Reactant: COB([C:6]1[C:10]2[CH:11]=[CH:12][CH:13]=[CH:14][C:9]=2[S:8][CH:7]=1)OC.[CH2:15]([O:22][C@@H:23]1[C@@H:28]([O:29][CH2:30][C:31]2[CH:36]=[CH:35][CH:34]=[CH:33][CH:32]=2)[C@H:27]([O:37][CH2:38][C:39]2[CH:44]=[CH:43][CH:42]=[CH:41][CH:40]=2)[C@@H:26]([CH2:45][O:46][CH2:47][C:48]2[CH:53]=[CH:52][CH:51]=[CH:50][CH:49]=2)[O:25][C@H:24]1[C:54]1[CH:59]=[CH:58][CH:57]=[C:56](S(C(F)(F)F)(=O)=O)[CH:55]=1)[C:16]1[CH:21]=[CH:20][CH:19]=[CH:18][CH:17]=1.C(=O)(O)[O-].[Na+].C(OCC)(=O)C. Product: [S:8]1[C:9]2[CH:14]=[CH:13][CH:12]=[CH:11][C:10]=2[C:6]([C:58]2[CH:59]=[C:54]([C@@H:24]3[O:25][C@H:26]([CH2:45][O:46][CH2:47][C:48]4[CH:53]=[CH:52][CH:51]=[CH:50][CH:49]=4)[C@@H:27]([O:37][CH2:38][C:39]4[CH:40]=[CH:41][CH:42]=[CH:43][CH:44]=4)[C@H:28]([O:29][CH2:30][C:31]4[CH:36]=[CH:35][CH:34]=[CH:33][CH:32]=4)[C@H:23]3[O:22][CH2:15][C:16]3[CH:17]=[CH:18][CH:19]=[CH:20][CH:21]=3)[CH:55]=[CH:56][CH:57]=2)=[CH:7]1. The catalyst class is: 109.